Dataset: Forward reaction prediction with 1.9M reactions from USPTO patents (1976-2016). Task: Predict the product of the given reaction. (1) Given the reactants [F:1][C:2]1[CH:7]=[C:6]([CH:8]([CH3:12])[C:9]([OH:11])=[O:10])[CH:5]=[CH:4][C:3]=1[C:13]1[CH:18]=[CH:17][CH:16]=[CH:15][CH:14]=1.[CH2:19]([NH:26][CH2:27][C:28]1[CH:33]=[CH:32][CH:31]=[CH:30][CH:29]=1)[C:20]1[CH:25]=[CH:24][CH:23]=[CH:22][CH:21]=1, predict the reaction product. The product is: [CH2:27]([NH:26][CH2:19][C:20]1[CH:25]=[CH:24][CH:23]=[CH:22][CH:21]=1)[C:28]1[CH:33]=[CH:32][CH:31]=[CH:30][CH:29]=1.[F:1][C:2]1[CH:7]=[C:6]([CH:8]([CH3:12])[C:9]([OH:11])=[O:10])[CH:5]=[CH:4][C:3]=1[C:13]1[CH:14]=[CH:15][CH:16]=[CH:17][CH:18]=1. (2) The product is: [CH:1]1([CH:4]([C:11]2[CH:16]=[CH:15][CH:14]=[C:13]([CH2:17][S:18]([C:19]3[CH:24]=[CH:23][C:22]([C:25]4[CH:30]=[C:29]([O:31][CH3:32])[CH:28]=[CH:27][C:26]=4[F:33])=[C:21]([CH2:34][C:35]([CH3:37])([CH3:36])[CH3:38])[CH:20]=3)=[O:40])[CH:12]=2)[CH2:5][C:6]([O:8][CH2:9][CH3:10])=[O:7])[CH2:3][CH2:2]1. Given the reactants [CH:1]1([CH:4]([C:11]2[CH:16]=[CH:15][CH:14]=[C:13]([CH2:17][S:18][C:19]3[CH:24]=[CH:23][C:22]([C:25]4[CH:30]=[C:29]([O:31][CH3:32])[CH:28]=[CH:27][C:26]=4[F:33])=[C:21]([CH2:34][C:35]([CH3:38])([CH3:37])[CH3:36])[CH:20]=3)[CH:12]=2)[CH2:5][C:6]([O:8][CH2:9][CH3:10])=[O:7])[CH2:3][CH2:2]1.I([O-])(=O)(=O)=[O:40].[Na+].S([O-])([O-])(=O)=S.[Na+].[Na+], predict the reaction product. (3) Given the reactants [NH2:1][C:2]1[CH:3]=[CH:4][C:5]([CH3:26])=[C:6]([C:8]([C:10]2[CH:15]=[CH:14][C:13]([NH:16][C:17]3[CH:22]=[CH:21][C:20]([F:23])=[CH:19][C:18]=3[F:24])=[CH:12][C:11]=2[Cl:25])=[O:9])[CH:7]=1.[F:27][C:28]([F:39])([F:38])[C:29]1[CH:30]=[C:31]([N:35]=[C:36]=[O:37])[CH:32]=[CH:33][CH:34]=1, predict the reaction product. The product is: [Cl:25][C:11]1[CH:12]=[C:13]([NH:16][C:17]2[CH:22]=[CH:21][C:20]([F:23])=[CH:19][C:18]=2[F:24])[CH:14]=[CH:15][C:10]=1[C:8]([C:6]1[CH:7]=[C:2]([NH:1][C:36]([NH:35][C:31]2[CH:32]=[CH:33][CH:34]=[C:29]([C:28]([F:27])([F:38])[F:39])[CH:30]=2)=[O:37])[CH:3]=[CH:4][C:5]=1[CH3:26])=[O:9]. (4) The product is: [CH3:2][O:3][C:4]1[CH:11]=[C:10]([O:12][CH3:13])[CH:9]=[CH:8][C:5]=1[CH2:6][NH:7][C:21]1[C:30]2[C:25](=[CH:26][CH:27]=[CH:28][CH:29]=2)[C:24]([C:31]2[CH:36]=[CH:35][CH:34]=[CH:33][CH:32]=2)=[N:23][N:22]=1. Given the reactants Cl.[CH3:2][O:3][C:4]1[CH:11]=[C:10]([O:12][CH3:13])[CH:9]=[CH:8][C:5]=1[CH2:6][NH2:7].C(=O)([O-])[O-].[Cs+].[Cs+].Cl[C:21]1[C:30]2[C:25](=[CH:26][CH:27]=[CH:28][CH:29]=2)[C:24]([C:31]2[CH:36]=[CH:35][CH:34]=[CH:33][CH:32]=2)=[N:23][N:22]=1, predict the reaction product. (5) Given the reactants Cl.[NH2:2][C@@H:3]1[CH2:5][C@H:4]1[C:6]1[CH:11]=[CH:10][C:9]([NH:12][C:13](=[O:29])[C:14]2[CH:19]=[CH:18][CH:17]=[C:16]([NH:20][C:21]([C:23]3[CH:28]=[CH:27][CH:26]=[CH:25][CH:24]=3)=[O:22])[CH:15]=2)=[CH:8][CH:7]=1.[CH:30](=O)[C:31]1[CH:36]=[CH:35][CH:34]=[CH:33][CH:32]=1.C(=O)([O-])O.[Na+].[BH4-].[Na+], predict the reaction product. The product is: [CH2:30]([NH:2][C@@H:3]1[CH2:5][C@H:4]1[C:6]1[CH:7]=[CH:8][C:9]([NH:12][C:13](=[O:29])[C:14]2[CH:19]=[CH:18][CH:17]=[C:16]([NH:20][C:21]([C:23]3[CH:24]=[CH:25][CH:26]=[CH:27][CH:28]=3)=[O:22])[CH:15]=2)=[CH:10][CH:11]=1)[C:31]1[CH:36]=[CH:35][CH:34]=[CH:33][CH:32]=1. (6) Given the reactants [NH2:1][C:2]1[N:3]=[CH:4][C:5]([C:29]([O:31]CC)=[O:30])=[N:6][C:7]=1[C:8]1[CH:13]=[CH:12][C:11]([C:14](=[O:27])[NH:15][C@@H:16]([C:19]2[CH:24]=[C:23]([F:25])[CH:22]=[C:21]([Br:26])[CH:20]=2)[CH2:17][OH:18])=[C:10]([F:28])[CH:9]=1.O[Li].O, predict the reaction product. The product is: [NH2:1][C:2]1[N:3]=[CH:4][C:5]([C:29]([OH:31])=[O:30])=[N:6][C:7]=1[C:8]1[CH:13]=[CH:12][C:11]([C:14](=[O:27])[NH:15][C@@H:16]([C:19]2[CH:24]=[C:23]([F:25])[CH:22]=[C:21]([Br:26])[CH:20]=2)[CH2:17][OH:18])=[C:10]([F:28])[CH:9]=1.